Dataset: Experimentally validated miRNA-target interactions with 360,000+ pairs, plus equal number of negative samples. Task: Binary Classification. Given a miRNA mature sequence and a target amino acid sequence, predict their likelihood of interaction. (1) The miRNA is hsa-miR-3194-3p with sequence AGCUCUGCUGCUCACUGGCAGU. The protein sequence of the target gene is MNGVLIPHTPIAVDFWSLRRAGTARLFFLSHMHSDHTVGLSSTWARPLYCSPITAHLLHRHLQVSKQWIQALEVGESHVLPLDEIGQETMTVTLLDANHCPGSVMFLFEGYFGTILYTGDFRYTPSMLKEPALTLGKQIHTLYLDNTNCNPALVLPSRQEAAHQIVQLIRKHPQHNIKIGLYSLGKESLLEQLALEFQTWVVLSPRRLELVQLLGLADVFTVEEKAGRIHAVDHMEICHSNMLRWNQTHPTIAILPTSRKIHSSHPDIHVIPYSDHSSYSELRAFVAALKPCQVVPIVSR.... Result: 0 (no interaction). (2) The miRNA is hsa-miR-6788-3p with sequence UUCGCCACUUCCCUCCCUGCAG. The protein sequence of the target gene is MATLVVNKLGAGVDSGRQGSRGTAVVKVLECGVCEDVFSLQGDKVPRLLLCGHTVCHDCLTRLPLHGRAIRCPFDRQVTDLGDSGVWGLKKNFALLELLERLQNGPIGQYGAAEESIGISGESIIRCDEDEAHLASVYCTVCATHLCSECSQVTHSTKTLAKHRRVPLADKPHEKTMCSQHQVHAIEFVCLEEGCQTSPLMCCVCKEYGKHQGHKHSVLEPEANQIRASILDMAHCIRTFTEEISDYSRKLVGIVQHIEGGEQIVEDGIGMAHTEHVPGTAENARSCIRAYFYDLHETLC.... Result: 0 (no interaction). (3) Result: 0 (no interaction). The protein sequence of the target gene is MTGLCGYSAPDMRGLRLIMIPVELLLCYLLLHPVDATSYGKQTNVLMHFPLSLESQTPSSDPLSCQFLHPKSLPGFSHMAPLPKFLVSLALRNALEEAGCQADVWALQLQLYRQGGVNATQVLIQHLRGLQKGRSTERNVSVEALASALQLLAREQQSTGRVGRSLPTEDCENEKEQAVHNVVQLLPGVGTFYNLGTALYYATQNCLGKARERGRDGAIDLGYDLLMTMAGMSGGPMGLAISAALKPALRSGVQQLIQYYQDQKDANISQPETTKEGLRAISDVSDLEETTTLASFISEV.... The miRNA is hsa-miR-1281 with sequence UCGCCUCCUCCUCUCCC. (4) Result: 1 (interaction). The miRNA is hsa-miR-301b-5p with sequence GCUCUGACGAGGUUGCACUACU. The protein sequence of the target gene is MPELYTEDFIQGCDVGELQEPGLPGVLSYVGAQERALDHRKPSTSSKKTKRVEIDQRCENRLECNGAISAHCNLRLPDSNDSPASASRVAGITDLSRNCVIKELAPQQEGNPGEVFHTVTLEQHEKHDIEEFCFREIKKKIHDFDCQWRDDERNCNKVTTAPKENLTCRRDQRDRRGIGNKSIKHQLGLSFLPHPHELQQFQAEGKIYECNHVEKSVNHGSSVSPPQIISSTIKTHVSNKYGTDFICSSLLTQEQKSCIREKPYRYIECDKALNHGSHMTVRQVSHSGEKGYKCDLCGKV....